Dataset: Catalyst prediction with 721,799 reactions and 888 catalyst types from USPTO. Task: Predict which catalyst facilitates the given reaction. (1) Reactant: [Al+3].[Cl-].[Cl-].[Cl-].[O:5]1[CH:9]=[CH:8][CH:7]=[C:6]1[C:10]([O:12][CH3:13])=[O:11].[C:14](Br)([CH3:17])([CH3:16])[CH3:15].Cl. Product: [C:14]([C:9]1[O:5][C:6]([C:10]([O:12][CH3:13])=[O:11])=[CH:7][CH:8]=1)([CH3:17])([CH3:16])[CH3:15]. The catalyst class is: 534. (2) Reactant: [CH3:1][O:2][C:3]1[CH:4]=[C:5]([CH:11]=[C:12]([C:16]2[CH:21]=[CH:20][C:19]([OH:22])=[CH:18][CH:17]=2)[C:13]([OH:15])=[O:14])[CH:6]=[CH:7][C:8]=1[O:9][CH3:10]. Product: [CH3:1][O:2][C:3]1[CH:4]=[C:5]([CH2:11][CH:12]([C:16]2[CH:17]=[CH:18][C:19]([OH:22])=[CH:20][CH:21]=2)[C:13]([OH:15])=[O:14])[CH:6]=[CH:7][C:8]=1[O:9][CH3:10]. The catalyst class is: 29. (3) Reactant: [O:1]=[C:2]1[C:11]2[C:6](=[CH:7][CH:8]=[C:9]([C:12](O)=O)[CH:10]=2)[NH:5][C:4]([C:15]2[CH:20]=[CH:19][CH:18]=[CH:17][CH:16]=2)=[CH:3]1.CN(C(ON1N=NC2C=CC=NC1=2)=[N+](C)C)C.F[P-](F)(F)(F)(F)F.C(N(C(C)C)CC)(C)C.C([O:56][C:57](=[O:72])[C:58]1[CH:63]=[CH:62][C:61]([NH:64][CH:65]2[CH2:70][CH2:69][CH2:68][CH2:67][CH2:66]2)=[C:60]([NH2:71])[CH:59]=1)C.[OH-].[Na+]. Product: [CH:65]1([N:64]2[C:61]3[CH:62]=[CH:63][C:58]([C:57]([OH:56])=[O:72])=[CH:59][C:60]=3[N:71]=[C:12]2[C:9]2[CH:10]=[C:11]3[C:6](=[CH:7][CH:8]=2)[NH:5][C:4]([C:15]2[CH:16]=[CH:17][CH:18]=[CH:19][CH:20]=2)=[CH:3][C:2]3=[O:1])[CH2:66][CH2:67][CH2:68][CH2:69][CH2:70]1. The catalyst class is: 3. (4) Product: [NH2:4][C@:5]1([C:22]([OH:23])=[O:38])[C@@H:9]([CH2:10][CH2:11][CH2:12][B:13]([OH:14])[OH:17])[CH2:8][N:7]([CH2:35][C:31]2[N:30]([CH3:29])[CH:34]=[CH:33][N:32]=2)[CH2:6]1. Reactant: C([NH:4][C@:5]1([C:22](NC(C)(C)C)=[O:23])[C@@H:9]([CH2:10][CH2:11][CH2:12][B:13]2[O:17]C(C)(C)C(C)(C)[O:14]2)[CH2:8][NH:7][CH2:6]1)(=O)C.[CH3:29][N:30]1[CH:34]=[CH:33][N:32]=[C:31]1[CH:35]=O.S([O-])([O-])(=O)=[O:38].[Na+].[Na+].C(O)(=O)C.C(O[BH-](OC(=O)C)OC(=O)C)(=O)C.[Na+].C(=O)([O-])[O-].[Na+].[Na+]. The catalyst class is: 26. (5) Reactant: [N:1]([CH2:4][C:5]1[N:6]([CH2:19][CH:20]([CH3:22])[CH3:21])[C:7]2[C:16]3[CH:15]=[CH:14][CH:13]=[CH:12][C:11]=3[N:10]=[C:9]([NH2:17])[C:8]=2[N:18]=1)=[N+]=[N-].[H][H]. Product: [NH2:17][C:9]1[C:8]2[N:18]=[C:5]([CH2:4][NH2:1])[N:6]([CH2:19][CH:20]([CH3:22])[CH3:21])[C:7]=2[C:16]2[CH:15]=[CH:14][CH:13]=[CH:12][C:11]=2[N:10]=1. The catalyst class is: 63. (6) Reactant: [H-].[Na+].[Cl:3][C:4]1[CH:8]=[CH:7][NH:6][C:5]=1[C:9]([O:11][CH3:12])=[O:10].C1(P(O[NH2:28])(C2C=CC=CC=2)=O)C=CC=CC=1. Product: [NH2:28][N:6]1[CH:7]=[CH:8][C:4]([Cl:3])=[C:5]1[C:9]([O:11][CH3:12])=[O:10]. The catalyst class is: 3. (7) Product: [F:15][CH2:14][C:12]1([CH3:13])[CH2:11][CH2:10][C:9]([B:18]2[O:22][C:21]([CH3:24])([CH3:23])[C:20]([CH3:26])([CH3:25])[O:19]2)=[CH:8][CH2:7]1. Reactant: FC(F)(F)S(O[C:7]1[C:12]([CH2:14][F:15])([CH3:13])[CH2:11][CH2:10][CH2:9][CH:8]=1)(=O)=O.[B:18]1([B:18]2[O:22][C:21]([CH3:24])([CH3:23])[C:20]([CH3:26])([CH3:25])[O:19]2)[O:22][C:21]([CH3:24])([CH3:23])[C:20]([CH3:26])([CH3:25])[O:19]1.C([O-])(=O)C.[K+]. The catalyst class is: 439. (8) Reactant: [Cl:1][C:2]1[CH:22]=[CH:21][C:5]([C:6]([NH:8][C:9]2[CH:18]=[C:17]3[C:12]([CH2:13][CH2:14][C:15](=[O:20])[N:16]3[CH3:19])=[CH:11][CH:10]=2)=[O:7])=[C:4]([NH:23][CH2:24][CH2:25][OH:26])[CH:3]=1.C(N(C(C)C)CC)(C)C.[CH3:36][S:37](Cl)(=[O:39])=[O:38]. Product: [CH3:36][S:37]([O:26][CH2:25][CH2:24][NH:23][C:4]1[CH:3]=[C:2]([Cl:1])[CH:22]=[CH:21][C:5]=1[C:6](=[O:7])[NH:8][C:9]1[CH:18]=[C:17]2[C:12]([CH2:13][CH2:14][C:15](=[O:20])[N:16]2[CH3:19])=[CH:11][CH:10]=1)(=[O:39])=[O:38]. The catalyst class is: 7.